Dataset: Reaction yield outcomes from USPTO patents with 853,638 reactions. Task: Predict the reaction yield, written as a fraction of the theoretical maximum amount of product (1.0 means a 100% yield; for example, 0.34 means a 34% yield). (1) The reactants are [Cl:1][CH2:2][C:3](Cl)=[O:4].[Cl:6][CH2:7][CH2:8][CH2:9][OH:10].N1C=CC=CC=1. The catalyst is CN(C1C=CN=CC=1)C.C(Cl)Cl. The product is [Cl:1][CH2:2][C:3]([O:10][CH2:9][CH2:8][CH2:7][Cl:6])=[O:4]. The yield is 0.360. (2) The reactants are [C:1]([O:5][C:6]([N:8]1[CH2:13][CH2:12][C:11]([C:16]2[CH:21]=[CH:20][C:19]([Cl:22])=[CH:18][CH:17]=2)([O:14][CH3:15])[C:10](=[O:23])[CH2:9]1)=[O:7])([CH3:4])([CH3:3])[CH3:2].[CH3:24][Mg]Br. The catalyst is O1CCCC1. The product is [C:1]([O:5][C:6]([N:8]1[CH2:13][CH2:12][C:11]([C:16]2[CH:17]=[CH:18][C:19]([Cl:22])=[CH:20][CH:21]=2)([O:14][CH3:15])[C:10]([OH:23])([CH3:24])[CH2:9]1)=[O:7])([CH3:4])([CH3:2])[CH3:3]. The yield is 0.580. (3) The reactants are Br[C:2]1[N:7]=[N:6][C:5]([NH2:8])=[N:4][C:3]=1[C:9]1[CH:14]=[CH:13][CH:12]=[CH:11][CH:10]=1.[CH3:15][C:16]1[CH:17]=[C:18](B(O)O)[CH:19]=[C:20]([CH3:22])[CH:21]=1. No catalyst specified. The product is [CH3:15][C:16]1[CH:17]=[C:18]([C:2]2[N:7]=[N:6][C:5]([NH2:8])=[N:4][C:3]=2[C:9]2[CH:14]=[CH:13][CH:12]=[CH:11][CH:10]=2)[CH:19]=[C:20]([CH3:22])[CH:21]=1. The yield is 0.650. (4) The reactants are Br[C:2]1[CH:7]=[C:6]([C:8]2[C:9]([C:32]3[CH:37]=[CH:36][CH:35]=[CH:34][N:33]=3)=[N:10][N:11]([C:13]([C:26]3[CH:31]=[CH:30][CH:29]=[CH:28][CH:27]=3)([C:20]3[CH:25]=[CH:24][CH:23]=[CH:22][CH:21]=3)[C:14]3[CH:19]=[CH:18][CH:17]=[CH:16][CH:15]=3)[CH:12]=2)[CH:5]=[CH:4][N:3]=1.C([O-])([O-])=O.[Na+].[Na+].[CH:44]([C:46]1[CH:51]=[CH:50][C:49](B(O)O)=[CH:48][CH:47]=1)=[O:45]. The catalyst is C1(C)C=CC=CC=1.C(OCC)(=O)C. The product is [N:33]1[CH:34]=[CH:35][CH:36]=[CH:37][C:32]=1[C:9]1[C:8]([C:6]2[CH:5]=[CH:4][N:3]=[C:2]([C:49]3[CH:50]=[CH:51][C:46]([CH:44]=[O:45])=[CH:47][CH:48]=3)[CH:7]=2)=[CH:12][N:11]([C:13]([C:26]2[CH:31]=[CH:30][CH:29]=[CH:28][CH:27]=2)([C:20]2[CH:25]=[CH:24][CH:23]=[CH:22][CH:21]=2)[C:14]2[CH:19]=[CH:18][CH:17]=[CH:16][CH:15]=2)[N:10]=1. The yield is 0.850.